Dataset: Reaction yield outcomes from USPTO patents with 853,638 reactions. Task: Predict the reaction yield, written as a fraction of the theoretical maximum amount of product (1.0 means a 100% yield; for example, 0.34 means a 34% yield). The reactants are C1C(=O)[N:5](Br)[C:3](=O)[CH2:2]1.[C:19](OO[C:19](=O)[C:20]1[CH:25]=[CH:24][CH:23]=[CH:22][CH:21]=1)(=O)[C:20]1[CH:25]=[CH:24][CH:23]=[CH:22][CH:21]=1.[OH2:27]. The catalyst is C(Cl)(Cl)(Cl)Cl. The product is [CH:2]([C:3]1[NH:5][C:21]2[C:20]([CH:19]=1)=[CH:25][CH:24]=[CH:23][CH:22]=2)=[O:27]. The yield is 0.750.